From a dataset of Forward reaction prediction with 1.9M reactions from USPTO patents (1976-2016). Predict the product of the given reaction. (1) Given the reactants [CH2:1]([C:3]1[NH:4][C:5]2[C:10]([CH:11]=1)=[CH:9][C:8]([F:12])=[CH:7][CH:6]=2)[CH3:2].[NH:13]1[CH2:18][CH2:17][C:16](=O)[CH2:15][CH2:14]1.[OH-].[Na+], predict the reaction product. The product is: [CH2:1]([C:3]1[NH:4][C:5]2[C:10]([C:11]=1[C:16]1[CH2:17][CH2:18][NH:13][CH2:14][CH:15]=1)=[CH:9][C:8]([F:12])=[CH:7][CH:6]=2)[CH3:2]. (2) Given the reactants [Br:1][C:2]1[CH:7]=[C:6]([N+:8]([O-:10])=[O:9])[CH:5]=[C:4]([NH2:11])[C:3]=1[NH2:12].[C:13](O)(=O)[CH3:14], predict the reaction product. The product is: [Br:1][C:2]1[C:3]2[N:12]=[C:13]([CH3:14])[NH:11][C:4]=2[CH:5]=[C:6]([N+:8]([O-:10])=[O:9])[CH:7]=1.